This data is from Forward reaction prediction with 1.9M reactions from USPTO patents (1976-2016). The task is: Predict the product of the given reaction. (1) Given the reactants [CH2:1]([O:3][C:4](=[O:14])[C:5]1[CH:10]=[CH:9][C:8]([O:11][CH3:12])=[C:7]([OH:13])[CH:6]=1)[CH3:2].[CH2:15]([O:17][CH2:18][CH2:19]Br)[CH3:16].C([O-])([O-])=O.[K+].[K+].[Na+].[I-], predict the reaction product. The product is: [CH2:1]([O:3][C:4](=[O:14])[C:5]1[CH:10]=[CH:9][C:8]([O:11][CH3:12])=[C:7]([O:13][CH2:16][CH2:15][O:17][CH2:18][CH3:19])[CH:6]=1)[CH3:2]. (2) Given the reactants [NH2:1][C:2]1[CH:3]=[C:4]([C:11]2[CH:12]=[N:13][CH:14]=[CH:15][CH:16]=2)[C:5]2[O:9][CH2:8][CH2:7][C:6]=2[CH:10]=1.C(N(CC)CC)C.Cl[C:25]([O:27][C:28]1[CH:33]=[CH:32][CH:31]=[CH:30][CH:29]=1)=[O:26], predict the reaction product. The product is: [N:13]1[CH:14]=[CH:15][CH:16]=[C:11]([C:4]2[C:5]3[O:9][CH2:8][CH2:7][C:6]=3[CH:10]=[C:2]([NH:1][C:25](=[O:26])[O:27][C:28]3[CH:33]=[CH:32][CH:31]=[CH:30][CH:29]=3)[CH:3]=2)[CH:12]=1.